From a dataset of Experimentally validated miRNA-target interactions with 360,000+ pairs, plus equal number of negative samples. Binary Classification. Given a miRNA mature sequence and a target amino acid sequence, predict their likelihood of interaction. (1) The miRNA is mmu-miR-7213-3p with sequence UACCUCAAGAGAGCCAGUCU. The protein sequence of the target gene is MPQALERADGSWAWVVLLATMVTQGLTLGFPTCIGIFFTELQWEFQASNSETSWFPSILTAVLHMAGPLCSILVGRFGCRVTVMLGGVLASLGMVASSFSHNLSQLYFTAGFITGLGMCFSFQSSITVLGFYFVRRRVLANALASMGVSLGITLWPLLSRYLLENLGWRGTFLVFGGIFLHCCICGAIIRPVATSVAPETKECPPPPPETPALGCLAACGRTIQRHLAFDILRHNTGYCVYILGVMWSVLGFPLPQVFLVPYAMWHSVDEQQAALLISIIGFSNIFLRPLAGLMAGRPAF.... Result: 0 (no interaction). (2) The miRNA is ath-miR396b-5p with sequence UUCCACAGCUUUCUUGAACUU. The protein sequence of the target gene is MLGAADESSVRVAVRIRPQLAKEKIEGCHICTSVTPGEPQVFLGKDKAFTFDYVFDIDSQQEQIYTQCIEKLIEGCFEGYNATVFAYGQTGAGKTYTMGTGFDVNIMEEEQGIISRAVRHLFKSIDEKKTSAIKNGLPPPEFKVNAQFLELYNEEVLDLFDTTRDIDAKNKKSNIRIHEDSTGGIYTVGVTTRTVNTEPEMMQCLKLGALSRTTASTQMNVQSSRSHAIFTIHVCQTRVCPQTDAENATDNKLISESSPMNEFETLTAKFHFVDLAGSERLKRTGATGERAKEGISINCG.... Result: 0 (no interaction). (3) The miRNA is hsa-miR-670-3p with sequence UUUCCUCAUAUUCAUUCAGGA. The protein sequence of the target gene is MGTARWLALGSLFALAGLLEGRLVGEEEAGFGECDKFFYAGTPPAGLAADSHVKICQRAEGAERFATLYSTRDRIPVYSAFRAPRPAPGGAEQRWLVEPQIDDPNSNLEEAINEAEAITSVNSLGSKQALNTDYLDSDYQRGQLYPFSLSSDVQVATFTLTNSAPMTQSFQERWYVNLHSLMDRALTPQCGSGEDLYILTGTVPSDYRVKDKVAVPEFVWLAACCAVPGGGWAMGFVKHTRDSDIIEDVMVKDLQKLLPFNPQLFQNNCGETEQDTEKMKKILEVVNQIQDEERMVQSQK.... Result: 1 (interaction). (4) The miRNA is mmu-miR-675-3p with sequence CUGUAUGCCCUAACCGCUCAGU. Result: 1 (interaction). The protein sequence of the target gene is MGSKGAYRYHWQSHNVKHSGVDDMVLLSKITESSIVENLKKRYMDDYIFTYIGSVLISVNPFKQMPYFGEKEVEMYQGAAQYENPPHIYALADSMYRNMIIDRENQCVIISGESGAGKTVAAKYIMSYVSRVSGGGPKVQHVKDIILQSNPLLEAFGNAKTVRNNNSSRFGKYFEIQFSPGGEPDGGKISNFLLEKSRVVMRNPGERSFHIFYQLIEGASPEQKQSLGITSMDYYYYLSLSGSYKVDDIDDKRDFQETLHAMNVIGIFSEEQTLVLQIVAGILHLGNISFKEVGNYAAVE....